From a dataset of Full USPTO retrosynthesis dataset with 1.9M reactions from patents (1976-2016). Predict the reactants needed to synthesize the given product. (1) Given the product [CH2:38]([O:39][C:40](=[O:35])[C:14]([CH3:15])([CH3:16])[CH2:18][C:19]1[CH:24]=[CH:23][CH:22]=[C:21]([C:25](=[O:26])[C:27]2[CH:32]=[CH:31][CH:30]=[C:29]([CH2:33][C:2]([C:1]([O:6][CH2:7][CH3:8])=[O:5])([CH3:4])[CH3:3])[CH:28]=2)[CH:20]=1)[CH3:37], predict the reactants needed to synthesize it. The reactants are: [C:1]([O:6][CH2:7][CH3:8])(=[O:5])[CH:2]([CH3:4])[CH3:3].[Li+].CC([N-][CH:14]([CH3:16])[CH3:15])C.Br[CH2:18][C:19]1[CH:20]=[C:21]([C:25]([C:27]2[CH:32]=[CH:31][CH:30]=[C:29]([CH2:33]Br)[CH:28]=2)=[O:26])[CH:22]=[CH:23][CH:24]=1.[OH2:35].C1[CH2:40][O:39][CH2:38][CH2:37]1. (2) The reactants are: [C:1]([NH:4][CH2:5][CH:6]1[O:10][C:9](=[O:11])[N:8]([C:12]2[CH:17]=[CH:16][C:15]([C:18]3[CH:23]=[CH:22][C:21]([CH2:24]OS(C)(=O)=O)=[CH:20][CH:19]=3)=[C:14]([F:30])[CH:13]=2)[CH2:7]1)(=[O:3])[CH3:2].[N-:31]=[N+:32]=[N-:33].[Na+]. Given the product [N:31]([CH2:24][C:21]1[CH:20]=[CH:19][C:18]([C:15]2[CH:16]=[CH:17][C:12]([N:8]3[CH2:7][CH:6]([CH2:5][NH:4][C:1](=[O:3])[CH3:2])[O:10][C:9]3=[O:11])=[CH:13][C:14]=2[F:30])=[CH:23][CH:22]=1)=[N+:32]=[N-:33], predict the reactants needed to synthesize it. (3) Given the product [I:1][C:2]1[CH:7]=[CH:6][N:5]=[C:4]([O:8][CH3:9])[C:3]=1[C:10]1[NH:11][C:12]([C:16]([N:26]2[CH2:31][CH2:30][O:29][CH2:28][CH2:27]2)=[O:18])=[C:13]([CH3:15])[N:14]=1, predict the reactants needed to synthesize it. The reactants are: [I:1][C:2]1[CH:7]=[CH:6][N:5]=[C:4]([O:8][CH3:9])[C:3]=1[C:10]1[NH:11][C:12]([C:16]([OH:18])=O)=[C:13]([CH3:15])[N:14]=1.C(N(CC)CC)C.[NH:26]1[CH2:31][CH2:30][O:29][CH2:28][CH2:27]1.C1CN([P+](ON2N=NC3C=CC=CC2=3)(N2CCCC2)N2CCCC2)CC1.F[P-](F)(F)(F)(F)F. (4) Given the product [O:11]=[C:4]1[C:5]2[C:10](=[CH:9][CH:8]=[CH:7][CH:6]=2)[N:1]([CH2:58][CH2:59][N:60]2[CH2:65][CH2:64][CH:63]([NH:66][C:67](=[O:73])[O:68][C:69]([CH3:72])([CH3:71])[CH3:70])[CH2:62][CH2:61]2)[CH:2]=[CH:3]1, predict the reactants needed to synthesize it. The reactants are: [NH:1]1[C:10]2[C:5](=[CH:6][CH:7]=[CH:8][CH:9]=2)[C:4](=[O:11])[CH:3]=[CH:2]1.[H-].[Na+].FC1C=C2C(C=CC(=O)N2CCN2CCC(NCC3C=CC4OCC(=O)NC=4N=3)CC2)=CC=1.FC1C=C2C(N=CC(=O)N2[CH2:58][CH2:59][N:60]2[CH2:65][CH2:64][CH:63]([NH:66][C:67](=[O:73])[O:68][C:69]([CH3:72])([CH3:71])[CH3:70])[CH2:62][CH2:61]2)=CC=1. (5) Given the product [Br:9][CH:6]([CH3:7])[C:5]([CH:1]1[CH2:4][CH2:3][CH2:2]1)=[O:8], predict the reactants needed to synthesize it. The reactants are: [CH:1]1([C:5](=[O:8])[CH2:6][CH3:7])[CH2:4][CH2:3][CH2:2]1.[Br:9]Br. (6) Given the product [NH2:1][C:2]1[O:3][CH2:4][C@@:5]2([N:32]=1)[C:18]1[C:17]([CH3:33])=[C:16]([O:20][CH2:21][C:22]([CH3:25])([OH:24])[CH3:23])[CH:15]=[CH:14][C:13]=1[O:12][C:11]1[C:6]2=[CH:7][C:8]([C:26]2[CH:27]=[N:28][CH:29]=[CH:30][CH:31]=2)=[CH:9][CH:10]=1, predict the reactants needed to synthesize it. The reactants are: [NH2:1][C:2]1[O:3][CH2:4][C@@:5]2([N:32]=1)[C:18]1[C:17](Br)=[C:16]([O:20][CH2:21][C:22]([CH3:25])([OH:24])[CH3:23])[CH:15]=[CH:14][C:13]=1[O:12][C:11]1[C:6]2=[CH:7][C:8]([C:26]2[CH:27]=[N:28][CH:29]=[CH:30][CH:31]=2)=[CH:9][CH:10]=1.[CH3:33][Sn](C)(C)C. (7) Given the product [OH:7][C@@H:3]([CH2:2][N:8]1[CH:13]=[C:12]([C:14]2[CH:15]=[C:16]([CH3:31])[CH:17]=[C:18]([NH:20][C:21]3[CH:26]=[C:25]([C:27]([F:28])([F:29])[F:30])[CH:24]=[CH:23][N:22]=3)[N:19]=2)[N:10]=[N:9]1)[CH2:4][C:5]#[N:6], predict the reactants needed to synthesize it. The reactants are: Cl[CH2:2][C@H:3]([OH:7])[CH2:4][C:5]#[N:6].[N-:8]=[N+:9]=[N-:10].[Na+].[C:12]([C:14]1[N:19]=[C:18]([NH:20][C:21]2[CH:26]=[C:25]([C:27]([F:30])([F:29])[F:28])[CH:24]=[CH:23][N:22]=2)[CH:17]=[C:16]([CH3:31])[CH:15]=1)#[CH:13].O=C1O[C@H]([C@H](CO)O)C([O-])=C1O.[Na+]. (8) Given the product [F:18][C:19]1[CH:20]=[C:21]([CH:24]=[CH:25][C:26]=1[CH3:27])[CH2:22][NH:23][C:15](=[O:16])[CH2:14][CH2:13][C:5]1[CH:6]=[CH:7][C:8]([O:9][CH2:10][C:11]#[CH:12])=[C:3]([O:2][CH3:1])[CH:4]=1, predict the reactants needed to synthesize it. The reactants are: [CH3:1][O:2][C:3]1[CH:4]=[C:5]([CH2:13][CH2:14][C:15](Cl)=[O:16])[CH:6]=[CH:7][C:8]=1[O:9][CH2:10][C:11]#[CH:12].[F:18][C:19]1[CH:20]=[C:21]([CH:24]=[CH:25][C:26]=1[CH3:27])[CH2:22][NH2:23].